Dataset: Full USPTO retrosynthesis dataset with 1.9M reactions from patents (1976-2016). Task: Predict the reactants needed to synthesize the given product. (1) Given the product [CH2:61]([O:44][C:42](=[O:43])[C@H:41]([CH3:45])[CH2:40][C@H:39]([N:46]1[C:47](=[O:48])[CH2:9][CH2:10][C:11]1=[O:12])[CH2:38][C:35]1[CH:36]=[CH:37][C:32]([C:54]2[CH:55]=[CH:56][CH:57]=[CH:58][CH:59]=2)=[CH:33][CH:34]=1)[CH3:62], predict the reactants needed to synthesize it. The reactants are: C1(C2C=CC=CC=2)C=CC(C[C@@H](NC(=O)[CH2:9][CH2:10][C:11](OCCBr)=[O:12])[CH2:9][C@@H:10](C)[C:11](O)=[O:12])=CC=1.[C:32]1([C:54]2[CH:59]=[CH:58][CH:57]=[CH:56][CH:55]=2)[CH:37]=[CH:36][C:35]([CH2:38][C@@H:39]([NH:46][C:47](OC(C)(C)C)=[O:48])[CH2:40][C@@H:41]([CH3:45])[C:42]([OH:44])=[O:43])=[CH:34][CH:33]=1.Br[CH2:61][CH2:62]OC(=O)CCC(=O)C.C(=O)([O-])[O-].[Cs+].[Cs+]. (2) The reactants are: [Cl:1][C:2]1[C:3]([C:17]2[CH:22]=[C:21]([Cl:23])[CH:20]=[CH:19][C:18]=2[C:24]#[N:25])=[CH:4][C:5](=[O:16])[N:6]([CH2:8][C:9]([O:11][C:12]([CH3:15])([CH3:14])[CH3:13])=[O:10])[CH:7]=1.FC(F)(F)S(O[CH2:32][CH2:33][O:34][C:35]([F:38])([F:37])[F:36])(=O)=O. Given the product [Cl:1][C:2]1[C:3]([C:17]2[CH:22]=[C:21]([Cl:23])[CH:20]=[CH:19][C:18]=2[C:24]#[N:25])=[CH:4][C:5](=[O:16])[N:6]([CH:8]([CH2:32][CH2:33][O:34][C:35]([F:38])([F:37])[F:36])[C:9]([O:11][C:12]([CH3:15])([CH3:14])[CH3:13])=[O:10])[CH:7]=1, predict the reactants needed to synthesize it. (3) Given the product [F:19][C:20]1[CH:21]=[CH:22][C:23]([S:26]([N:29]([CH:30]([CH3:32])[CH3:31])[CH2:33][C:34]([NH:13][CH2:12][C:11]2[CH:14]=[CH:15][CH:16]=[C:9]([C:6]3[CH:5]=[CH:4][C:3]([C:2]([F:17])([F:1])[F:18])=[CH:8][N:7]=3)[CH:10]=2)=[O:35])(=[O:27])=[O:28])=[CH:24][CH:25]=1, predict the reactants needed to synthesize it. The reactants are: [F:1][C:2]([F:18])([F:17])[C:3]1[CH:4]=[CH:5][C:6]([C:9]2[CH:10]=[C:11]([CH:14]=[CH:15][CH:16]=2)[CH2:12][NH2:13])=[N:7][CH:8]=1.[F:19][C:20]1[CH:25]=[CH:24][C:23]([S:26]([N:29]([CH2:33][C:34](O)=[O:35])[CH:30]([CH3:32])[CH3:31])(=[O:28])=[O:27])=[CH:22][CH:21]=1.CN(C(ON1N=NC2C=CC=NC1=2)=[N+](C)C)C.F[P-](F)(F)(F)(F)F.C(N(CC)C(C)C)(C)C.OS([O-])(=O)=O.[K+]. (4) Given the product [C:2]([C:3]1[O:7][N:6]=[C:5]([NH2:12])[CH:4]=1)([CH3:9])([CH3:8])[CH3:1], predict the reactants needed to synthesize it. The reactants are: [CH3:1][C:2]([CH3:9])([CH3:8])[C:3](=[O:7])[CH2:4][C:5]#[N:6].[OH-].[Na+].[NH2:12]O.Cl.Cl. (5) Given the product [Br:1][C:2]1[CH:3]=[CH:4][CH:5]=[C:6]2[C:11]=1[O:10][CH2:9][CH2:8][CH:23]2[C:24]([OH:26])=[O:25], predict the reactants needed to synthesize it. The reactants are: [Br:1][C:2]1[CH:3]=[CH:4][CH:5]=[C:6]2[C:11]=1[O:10][CH2:9][CH2:8]C2([Si](C)(C)C)C#N.Cl[Sn]Cl.O.Cl.[CH3:23][C:24]([OH:26])=[O:25]. (6) Given the product [Br:13][C:14]1[CH:20]=[CH:19][C:17]([S:11][CH3:12])=[C:16]([C:21]([F:22])([F:23])[F:24])[CH:15]=1, predict the reactants needed to synthesize it. The reactants are: N(OCCC(C)C)=O.CS[S:11][CH3:12].[Br:13][C:14]1[CH:20]=[CH:19][C:17](N)=[C:16]([C:21]([F:24])([F:23])[F:22])[CH:15]=1.